Dataset: Forward reaction prediction with 1.9M reactions from USPTO patents (1976-2016). Task: Predict the product of the given reaction. (1) Given the reactants [C:1]([O:5][C:6]([N:8]1[CH2:12][C@@H:11]([CH2:13][N:14]([CH:31]([CH3:33])[CH3:32])[C:15](=[O:30])[C:16]2[CH:21]=[CH:20][C:19]([O:22][CH3:23])=[C:18]([O:24][CH2:25][CH2:26][CH2:27][O:28][CH3:29])[CH:17]=2)[C@H:10]([O:34][Si](C(C)(C)C)(C)C)[CH2:9]1)=[O:7])([CH3:4])([CH3:3])[CH3:2].O, predict the reaction product. The product is: [C:1]([O:5][C:6]([N:8]1[CH2:12][C@@H:11]([CH2:13][N:14]([CH:31]([CH3:32])[CH3:33])[C:15](=[O:30])[C:16]2[CH:21]=[CH:20][C:19]([O:22][CH3:23])=[C:18]([O:24][CH2:25][CH2:26][CH2:27][O:28][CH3:29])[CH:17]=2)[C@H:10]([OH:34])[CH2:9]1)=[O:7])([CH3:3])([CH3:4])[CH3:2]. (2) Given the reactants [C:1]([O:4][C:5]1[CH:6]=[C:7]([CH:12]=[C:13]([N+:17]([O-])=O)[C:14]=1[O:15][CH3:16])[C:8]([O:10][CH3:11])=[O:9])(=[O:3])[CH3:2], predict the reaction product. The product is: [C:1]([O:4][C:5]1[CH:6]=[C:7]([CH:12]=[C:13]([NH2:17])[C:14]=1[O:15][CH3:16])[C:8]([O:10][CH3:11])=[O:9])(=[O:3])[CH3:2]. (3) Given the reactants CC([O-])(C)C.[K+].[CH3:7][CH2:8][O:9][C:10]([CH2:12]P(OCC)(OCC)=O)=[O:11].[N:21]1([C:25]2([C:32]3[CH:37]=[CH:36][CH:35]=[CH:34][CH:33]=3)[CH2:30][CH2:29][C:28](=O)[CH2:27][CH2:26]2)[CH2:24][CH2:23][CH2:22]1, predict the reaction product. The product is: [CH2:8]([O:9][C:10](=[O:11])[CH:12]=[C:28]1[CH2:27][CH2:26][C:25]([N:21]2[CH2:22][CH2:23][CH2:24]2)([C:32]2[CH:37]=[CH:36][CH:35]=[CH:34][CH:33]=2)[CH2:30][CH2:29]1)[CH3:7]. (4) Given the reactants [NH2:1][C:2]1[CH:7]=[C:6]([Cl:8])[CH:5]=[CH:4][C:3]=1[C:9]([C:11]1[CH:16]=[CH:15][N:14]=[CH:13][CH:12]=1)=[O:10].[C:17]([C:21]1[CH:26]=[CH:25][C:24]([S:27](Cl)(=[O:29])=[O:28])=[CH:23][CH:22]=1)([CH3:20])([CH3:19])[CH3:18], predict the reaction product. The product is: [C:17]([C:21]1[CH:26]=[CH:25][C:24]([S:27]([NH:1][C:2]2[CH:7]=[C:6]([Cl:8])[CH:5]=[CH:4][C:3]=2[C:9]([C:11]2[CH:16]=[CH:15][N:14]=[CH:13][CH:12]=2)=[O:10])(=[O:29])=[O:28])=[CH:23][CH:22]=1)([CH3:20])([CH3:18])[CH3:19]. (5) Given the reactants [CH:1]([C:3]1[CH:8]=[CH:7][C:6]([CH2:9][C:10]([OH:12])=[O:11])=[CH:5][CH:4]=1)=O.[CH2:13]([C:17]1[N:18]([CH2:31][CH2:32][CH2:33][NH:34][CH:35]2[CH2:40][CH2:39][N:38]([CH3:41])[CH2:37][CH2:36]2)[C:19]2[C:28]3[CH:27]=[CH:26][CH:25]=[CH:24][C:23]=3[N:22]=[C:21]([NH2:29])[C:20]=2[N:30]=1)[CH2:14][CH2:15][CH3:16].C(O[BH-](OC(=O)C)OC(=O)C)(=O)C.[Na+].C(O)(=O)C, predict the reaction product. The product is: [NH2:29][C:21]1[C:20]2[N:30]=[C:17]([CH2:13][CH2:14][CH2:15][CH3:16])[N:18]([CH2:31][CH2:32][CH2:33][N:34]([CH2:1][C:3]3[CH:8]=[CH:7][C:6]([CH2:9][C:10]([OH:12])=[O:11])=[CH:5][CH:4]=3)[CH:35]3[CH2:40][CH2:39][N:38]([CH3:41])[CH2:37][CH2:36]3)[C:19]=2[C:28]2[CH:27]=[CH:26][CH:25]=[CH:24][C:23]=2[N:22]=1. (6) Given the reactants [NH2:1][C:2]1[CH:7]=[CH:6][CH:5]=[CH:4][C:3]=1[NH:8][C:9]1[N:17]=[C:16]2[C:12]([N:13]=[C:14]([CH2:19][N:20]3[CH2:25][CH2:24][CH:23]([C:26]([OH:29])([CH3:28])[CH3:27])[CH2:22][CH2:21]3)[N:15]2[CH3:18])=[C:11]([N:30]2[CH2:35][CH2:34][O:33][CH2:32][CH2:31]2)[N:10]=1.[C:36](O)(=O)[CH2:37][CH3:38], predict the reaction product. The product is: [CH2:37]([C:38]1[N:8]([C:9]2[N:17]=[C:16]3[C:12]([N:13]=[C:14]([CH2:19][N:20]4[CH2:21][CH2:22][CH:23]([C:26]([OH:29])([CH3:28])[CH3:27])[CH2:24][CH2:25]4)[N:15]3[CH3:18])=[C:11]([N:30]3[CH2:31][CH2:32][O:33][CH2:34][CH2:35]3)[N:10]=2)[C:3]2[CH:4]=[CH:5][CH:6]=[CH:7][C:2]=2[N:1]=1)[CH3:36]. (7) Given the reactants [C:1]([O:5][C:6]([NH:8][C@@H:9]1[CH2:14][CH2:13][C@H:12](C(O)=O)[CH2:11][CH2:10]1)=[O:7])([CH3:4])([CH3:3])[CH3:2].C([N:20]([CH2:23]C)CC)C.C1(P(N=[N+]=[N-])(C2C=CC=CC=2)=[O:32])C=CC=CC=1.[CH2:42]([OH:49])[C:43]1[CH:48]=[CH:47][CH:46]=[CH:45][CH:44]=1, predict the reaction product. The product is: [CH2:42]([O:49][C:23](=[O:32])[NH:20][C@H:12]1[CH2:11][CH2:10][C@@H:9]([NH:8][C:6]([O:5][C:1]([CH3:2])([CH3:3])[CH3:4])=[O:7])[CH2:14][CH2:13]1)[C:43]1[CH:48]=[CH:47][CH:46]=[CH:45][CH:44]=1.